This data is from Catalyst prediction with 721,799 reactions and 888 catalyst types from USPTO. The task is: Predict which catalyst facilitates the given reaction. (1) Reactant: [NH:1]([S:8]([C:11]1[CH:12]=[C:13]([Cl:28])[CH:14]=[C:15]2[C:20]=1[O:19][CH2:18][C@H:17]([NH:21]C(=O)C(F)(F)F)[CH2:16]2)(=[O:10])=[O:9])[C:2]1[CH:7]=[CH:6][CH:5]=[CH:4][CH:3]=1.[OH-].[Na+].Cl.C(=O)([O-])O.[Na+]. Product: [NH2:21][C@@H:17]1[CH2:16][C:15]2[C:20](=[C:11]([S:8]([NH:1][C:2]3[CH:3]=[CH:4][CH:5]=[CH:6][CH:7]=3)(=[O:9])=[O:10])[CH:12]=[C:13]([Cl:28])[CH:14]=2)[O:19][CH2:18]1. The catalyst class is: 22. (2) Reactant: I[CH2:2][CH2:3][CH2:4][CH2:5][CH2:6]I.[NH2:8][C:9]1[CH:10]=[C:11]([C:19]([O:21][CH3:22])=[O:20])[CH:12]=[C:13]([CH:18]=1)[C:14]([O:16][CH3:17])=[O:15]. Product: [N:8]1([C:9]2[CH:18]=[C:13]([C:14]([O:16][CH3:17])=[O:15])[CH:12]=[C:11]([CH:10]=2)[C:19]([O:21][CH3:22])=[O:20])[CH2:6][CH2:5][CH2:4][CH2:3][CH2:2]1. The catalyst class is: 850. (3) Reactant: [Cl:1][C:2]1[CH:3]=[C:4]([C:8]2([CH2:18][CH:19]([CH3:21])[CH3:20])[C:12]3[CH2:13][NH:14][CH2:15][CH2:16][C:11]=3[C:10](=[O:17])[O:9]2)[CH:5]=[CH:6][CH:7]=1.[CH2:22]([N:29]=[C:30]=[O:31])[C:23]1[CH:28]=[CH:27][CH:26]=[CH:25][CH:24]=1. Product: [CH2:22]([NH:29][C:30]([N:14]1[CH2:15][CH2:16][C:11]2[C:10](=[O:17])[O:9][C:8]([C:4]3[CH:5]=[CH:6][CH:7]=[C:2]([Cl:1])[CH:3]=3)([CH2:18][CH:19]([CH3:21])[CH3:20])[C:12]=2[CH2:13]1)=[O:31])[C:23]1[CH:28]=[CH:27][CH:26]=[CH:25][CH:24]=1. The catalyst class is: 4. (4) Reactant: [ClH:1].[CH2:2]([O:4][C:5](=[O:26])[C:6]([C@@H:16]1[C:24]2[C:19](=[CH:20][CH:21]=[CH:22][CH:23]=2)[CH2:18][C@H:17]1[NH2:25])([CH2:12][CH2:13][O:14][CH3:15])[C:7]([O:9][CH2:10][CH3:11])=[O:8])[CH3:3].CC[N:29]([CH:33]([CH3:35])[CH3:34])[CH:30]([CH3:32])[CH3:31].C1C=CC2N([OH:45])N=NC=2C=1.CCN=C=N[CH2:51][CH2:52][CH2:53]N(C)C. The catalyst class is: 2. Product: [CH2:10]([O:9][C:7](=[O:8])[C:6]([C@@H:16]1[C:24]2[C:19](=[CH:20][CH:21]=[CH:22][CH:23]=2)[CH2:18][C@H:17]1[NH:25][C:35]([C:33]1[NH:29][C:30]2[C:31]([CH:34]=1)=[CH:53][C:52]([Cl:1])=[CH:51][CH:32]=2)=[O:45])([CH2:12][CH2:13][O:14][CH3:15])[C:5]([O:4][CH2:2][CH3:3])=[O:26])[CH3:11]. (5) Reactant: [NH2:1][CH2:2][CH:3]1[CH2:8][C:7]([F:10])([F:9])[CH2:6][CH2:5][N:4]1[C:11]([O:13][C:14]([CH3:17])([CH3:16])[CH3:15])=[O:12].[Cl:18][C:19]1[CH:20]=[C:21]2[C:27]([C:28]3[N:33]=[C:32](S(C)=O)[C:31]([F:37])=[CH:30][N:29]=3)=[CH:26][N:25]([S:38]([C:41]3[CH:46]=[CH:45][C:44]([CH3:47])=[CH:43][CH:42]=3)(=[O:40])=[O:39])[C:22]2=[N:23][CH:24]=1.CCN(C(C)C)C(C)C. Product: [Cl:18][C:19]1[CH:20]=[C:21]2[C:27]([C:28]3[N:33]=[C:32]([NH:1][CH2:2][CH:3]4[CH2:8][C:7]([F:10])([F:9])[CH2:6][CH2:5][N:4]4[C:11]([O:13][C:14]([CH3:17])([CH3:16])[CH3:15])=[O:12])[C:31]([F:37])=[CH:30][N:29]=3)=[CH:26][N:25]([S:38]([C:41]3[CH:46]=[CH:45][C:44]([CH3:47])=[CH:43][CH:42]=3)(=[O:40])=[O:39])[C:22]2=[N:23][CH:24]=1. The catalyst class is: 1. (6) Product: [F:36][C:10]1[CH:11]=[C:12]([C:15]2[O:16][C:17]3[CH:23]=[C:22]([O:24][CH2:25][C@@H:26]([NH:28][C:29](=[O:35])[O:30][C:31]([CH3:34])([CH3:33])[CH3:32])[CH3:27])[CH:21]=[CH:20][C:18]=3[N:19]=2)[CH:13]=[CH:14][C:9]=1[O:8][CH2:1][C:2](=[O:40])[CH3:7]. The catalyst class is: 719. Reactant: [CH2:1]([O:8][C:9]1[CH:14]=[CH:13][C:12]([C:15]2[O:16][C:17]3[CH:23]=[C:22]([O:24][CH2:25][C@@H:26]([NH:28][C:29](=[O:35])[O:30][C:31]([CH3:34])([CH3:33])[CH3:32])[CH3:27])[CH:21]=[CH:20][C:18]=3[N:19]=2)=[CH:11][C:10]=1[F:36])[C:2]1[CH:7]=CC=CC=1.C1C[O:40]CC1. (7) Reactant: [H-].[Na+].[F:3][C:4]1[CH:9]=[CH:8][CH:7]=[CH:6][C:5]=1[C:10]([NH:13][C:14](=[O:35])[C:15](=[CH:20][C:21]1[CH:26]=[CH:25][C:24]([N:27]2[CH:31]=[C:30]([CH3:32])[N:29]=[CH:28]2)=[C:23]([O:33][CH3:34])[CH:22]=1)[CH2:16][CH2:17][CH2:18]Cl)([CH3:12])[CH3:11].O.C(OCC)(=O)C. Product: [F:3][C:4]1[CH:9]=[CH:8][CH:7]=[CH:6][C:5]=1[C:10]([N:13]1[CH2:18][CH2:17][CH2:16][C:15](=[CH:20][C:21]2[CH:26]=[CH:25][C:24]([N:27]3[CH:31]=[C:30]([CH3:32])[N:29]=[CH:28]3)=[C:23]([O:33][CH3:34])[CH:22]=2)[C:14]1=[O:35])([CH3:12])[CH3:11]. The catalyst class is: 3. (8) Reactant: [CH3:1][C:2]1([CH3:35])[CH2:7][NH:6][CH2:5][CH2:4][N:3]1[CH2:8][C:9]1[S:10][C:11]2[N:12]=[C:13]([N:24]3[C:28]4[CH:29]=[CH:30][CH:31]=[CH:32][C:27]=4[N:26]=[C:25]3[CH2:33][CH3:34])[N:14]=[C:15]([N:18]3[CH2:23][CH2:22][O:21][CH2:20][CH2:19]3)[C:16]=2[N:17]=1.[C:36](O)(=[O:40])[C@H:37]([CH3:39])[OH:38].CN(C(ON1N=NC2C=CC=NC1=2)=[N+](C)C)C.F[P-](F)(F)(F)(F)F.CCN(C(C)C)C(C)C. Product: [CH2:33]([C:25]1[N:24]([C:13]2[N:14]=[C:15]([N:18]3[CH2:23][CH2:22][O:21][CH2:20][CH2:19]3)[C:16]3[N:17]=[C:9]([CH2:8][N:3]4[CH2:4][CH2:5][N:6]([C:36](=[O:40])[C@@H:37]([OH:38])[CH3:39])[CH2:7][C:2]4([CH3:35])[CH3:1])[S:10][C:11]=3[N:12]=2)[C:28]2[CH:29]=[CH:30][CH:31]=[CH:32][C:27]=2[N:26]=1)[CH3:34]. The catalyst class is: 2. (9) Reactant: [CH:1](=O)[C:2]1[C:3](=[CH:5][CH:6]=[CH:7][CH:8]=1)[OH:4].[NH2:10][C:11]1[CH:16]=[CH:15][C:14]([C:17]2[C:25]3[C:20](=[N:21][CH:22]=[N:23][C:24]=3[NH2:26])[N:19]([C@H:27]3[CH2:32][CH2:31][C@H:30]([N:33]4[CH2:38][CH2:37][N:36]([CH3:39])[CH2:35][CH2:34]4)[CH2:29][CH2:28]3)[N:18]=2)=[CH:13][C:12]=1[Cl:40]. Product: [NH2:26][C:24]1[N:23]=[CH:22][N:21]=[C:20]2[N:19]([C@H:27]3[CH2:32][CH2:31][C@H:30]([N:33]4[CH2:34][CH2:35][N:36]([CH3:39])[CH2:37][CH2:38]4)[CH2:29][CH2:28]3)[N:18]=[C:17]([C:14]3[CH:15]=[CH:16][C:11]([N:10]=[CH:1][C:2]4[CH:8]=[CH:7][CH:6]=[CH:5][C:3]=4[OH:4])=[C:12]([Cl:40])[CH:13]=3)[C:25]=12. The catalyst class is: 8.